From a dataset of Forward reaction prediction with 1.9M reactions from USPTO patents (1976-2016). Predict the product of the given reaction. (1) Given the reactants [CH:1]([C:3]1[CH:17]=[C:16]([N+:18]([O-:20])=[O:19])[CH:15]=[CH:14][C:4]=1[N:5]([CH2:7][CH2:8][CH2:9][CH2:10][C:11]([OH:13])=[O:12])[CH3:6])=O.[C:21](=O)([O-])[O-].[K+].[K+].CI.CN(C=O)C.C(=O)(OC)OC.C[O-].[Na+].Cl, predict the reaction product. The product is: [CH3:21][O:13][C:11]([C:10]1[CH2:9][CH2:8][CH2:7][N:5]([CH3:6])[C:4]2[CH:14]=[CH:15][C:16]([N+:18]([O-:20])=[O:19])=[CH:17][C:3]=2[CH:1]=1)=[O:12]. (2) Given the reactants [CH3:1][NH:2][CH2:3][CH2:4][CH2:5][O:6][C:7]1[CH:12]=[C:11]([N+:13]([O-:15])=[O:14])[CH:10]=[CH:9][C:8]=1[N:16]1[CH:20]=[N:19][C:18]([CH3:21])=[N:17]1.C(N(C(C)C)CC)(C)C.[Cl:31][C:32]1[N:33]=[C:34](Cl)[C:35]2[CH2:40][CH2:39][CH:38]([C:41]3[CH:46]=[CH:45][CH:44]=[CH:43][CH:42]=3)[C:36]=2[N:37]=1, predict the reaction product. The product is: [Cl:31][C:32]1[N:33]=[C:34]([N:2]([CH3:1])[CH2:3][CH2:4][CH2:5][O:6][C:7]2[CH:12]=[C:11]([N+:13]([O-:15])=[O:14])[CH:10]=[CH:9][C:8]=2[N:16]2[CH:20]=[N:19][C:18]([CH3:21])=[N:17]2)[C:35]2[CH2:40][CH2:39][CH:38]([C:41]3[CH:46]=[CH:45][CH:44]=[CH:43][CH:42]=3)[C:36]=2[N:37]=1. (3) Given the reactants [CH3:1][O:2][C:3]1[CH:8]=[CH:7][C:6]([OH:9])=[CH:5][CH:4]=1.[Cl-].[Mg+2].[Cl-].C(N(CC)CC)C.[CH2:20]=[O:21], predict the reaction product. The product is: [OH:9][C:6]1[CH:7]=[CH:8][C:3]([O:2][CH3:1])=[CH:4][C:5]=1[CH:20]=[O:21]. (4) Given the reactants [CH3:1][C:2]1([CH3:46])[O:7][C:6]2[CH:8]=[CH:9][C:10]([C@H:12]3[O:16]C(=O)[N:14]([CH2:18][CH2:19][CH2:20][CH2:21][CH2:22][CH2:23][O:24][CH2:25][CH2:26][CH2:27][CH2:28][C:29]4[CH:30]=[C:31]([NH:35][C:36]([NH:38][C:39]5[CH:44]=[CH:43][C:42]([F:45])=[CH:41][CH:40]=5)=[O:37])[CH:32]=[CH:33][CH:34]=4)[CH2:13]3)=[CH:11][C:5]=2[CH2:4][O:3]1.C[Si](C)(C)[O-].[K+], predict the reaction product. The product is: [CH3:1][C:2]1([CH3:46])[O:7][C:6]2[CH:8]=[CH:9][C:10]([C@@H:12]([OH:16])[CH2:13][NH:14][CH2:18][CH2:19][CH2:20][CH2:21][CH2:22][CH2:23][O:24][CH2:25][CH2:26][CH2:27][CH2:28][C:29]3[CH:30]=[C:31]([NH:35][C:36]([NH:38][C:39]4[CH:40]=[CH:41][C:42]([F:45])=[CH:43][CH:44]=4)=[O:37])[CH:32]=[CH:33][CH:34]=3)=[CH:11][C:5]=2[CH2:4][O:3]1. (5) Given the reactants [F:1][C:2]([F:30])([O:6][C:7]1[CH:12]=[CH:11][C:10]([C:13]2[S:17][C:16]([S:18]([C:21]3([C:27]([OH:29])=O)[CH2:26][CH2:25][O:24][CH2:23][CH2:22]3)(=[O:20])=[O:19])=[CH:15][CH:14]=2)=[CH:9][CH:8]=1)[CH:3]([F:5])[F:4].C(N(CC)CC)C.O.ON1C2C=CC=CC=2N=N1.[O:49]1[CH2:54][CH2:53][CH2:52][CH2:51][CH:50]1[O:55][NH2:56].Cl.CN(C)CCCN=C=NCC, predict the reaction product. The product is: [F:1][C:2]([F:30])([O:6][C:7]1[CH:12]=[CH:11][C:10]([C:13]2[S:17][C:16]([S:18]([C:21]3([C:27]([NH:56][O:55][CH:50]4[CH2:51][CH2:52][CH2:53][CH2:54][O:49]4)=[O:29])[CH2:26][CH2:25][O:24][CH2:23][CH2:22]3)(=[O:20])=[O:19])=[CH:15][CH:14]=2)=[CH:9][CH:8]=1)[CH:3]([F:4])[F:5]. (6) Given the reactants [CH3:1][O:2][C@@H:3]1[C@@H:7]([CH2:8][S:9]([C:12]2[CH:17]=[CH:16][CH:15]=[CH:14][CH:13]=2)(=[O:11])=[O:10])[C@H:6]([CH2:18][C@@H:19]2[C:24](=[CH2:25])[C@H:23]([CH3:26])[CH2:22][C@H:21]([CH2:27][CH2:28][CH2:29][O:30][Si:31]([CH2:36][CH3:37])([CH2:34][CH3:35])[CH2:32][CH3:33])[O:20]2)[O:5][C@@H:4]1[CH2:38][C@@H:39]([CH2:48][O:49][Si:50]([CH3:56])([CH3:55])[C:51]([CH3:54])([CH3:53])[CH3:52])[O:40][Si:41]([CH3:47])([CH3:46])[C:42]([CH3:45])([CH3:44])[CH3:43].[Li]CCCC.CCCCCC.[C:68]([O:76][C@@H:77]([CH2:100][C:101]([Br:103])=[CH2:102])[CH2:78][CH2:79][C@@:80]12[O:99][C@@H:83]3[C@H:84]4[C@@H:89]([O:90][C@@H:82]3[CH2:81]1)[C@@H:88]([O:91]2)[C@H:87]1[O:92][C@@H:93]([CH2:96][CH:97]=[O:98])[CH2:94][CH2:95][C@@H:86]1[O:85]4)(=[O:75])[C:69]1[CH:74]=[CH:73][CH:72]=[CH:71][CH:70]=1, predict the reaction product. The product is: [C:68]([O:76][C@@H:77]([CH2:100][C:101]([Br:103])=[CH2:102])[CH2:78][CH2:79][C@@:80]12[O:99][C@@H:83]3[C@H:84]4[C@@H:89]([O:90][C@@H:82]3[CH2:81]1)[C@@H:88]([O:91]2)[C@H:87]1[O:92][C@@H:93]([CH2:96][CH:97]([OH:98])[CH:8]([C@@H:7]2[C@@H:3]([O:2][CH3:1])[C@@H:4]([CH2:38][C@H:39]([O:40][Si:41]([C:42]([CH3:43])([CH3:44])[CH3:45])([CH3:47])[CH3:46])[CH2:48][O:49][Si:50]([C:51]([CH3:52])([CH3:53])[CH3:54])([CH3:56])[CH3:55])[O:5][C@H:6]2[CH2:18][C@@H:19]2[C:24](=[CH2:25])[C@H:23]([CH3:26])[CH2:22][C@H:21]([CH2:27][CH2:28][CH2:29][O:30][Si:31]([CH2:34][CH3:35])([CH2:36][CH3:37])[CH2:32][CH3:33])[O:20]2)[S:9]([C:12]2[CH:13]=[CH:14][CH:15]=[CH:16][CH:17]=2)(=[O:11])=[O:10])[CH2:94][CH2:95][C@@H:86]1[O:85]4)(=[O:75])[C:69]1[CH:70]=[CH:71][CH:72]=[CH:73][CH:74]=1.